Dataset: Full USPTO retrosynthesis dataset with 1.9M reactions from patents (1976-2016). Task: Predict the reactants needed to synthesize the given product. (1) Given the product [OH:17][CH2:18][C:19]1[CH:20]=[CH:21][C:22]([C:23]([N:3]([O:4][CH3:5])[CH3:2])=[O:25])=[CH:26][CH:27]=1, predict the reactants needed to synthesize it. The reactants are: Cl.[CH3:2][NH:3][O:4][CH3:5].C(N(CC)CC)C.C(Cl)CCl.[OH:17][CH2:18][C:19]1[CH:27]=[CH:26][C:22]([C:23]([OH:25])=O)=[CH:21][CH:20]=1. (2) Given the product [NH2:16][C:4]1[CH:3]=[C:2]([CH3:1])[CH:7]=[CH:6][C:5]=1[S:8][C:9]1[CH:14]=[CH:13][C:12]([OH:15])=[CH:11][CH:10]=1, predict the reactants needed to synthesize it. The reactants are: [CH3:1][C:2]1[CH:7]=[CH:6][C:5]([S:8][C:9]2[CH:14]=[CH:13][C:12]([OH:15])=[CH:11][CH:10]=2)=[C:4]([N+:16]([O-])=O)[CH:3]=1.Cl[Sn]Cl. (3) Given the product [Cl:29][C:26]1[CH:27]=[CH:28][C:23]2[N:24]([CH:30]=[C:21]([C:20]3[C:19](=[O:18])[O:14][C:11]4[C:10]([CH:15]=3)=[CH:9][C:8]3[CH2:7][CH2:6][CH2:5][N:4]([CH2:3][CH2:2][F:1])[C:13]=3[CH:12]=4)[N:22]=2)[CH:25]=1, predict the reactants needed to synthesize it. The reactants are: [F:1][CH2:2][CH2:3][N:4]1[C:13]2[C:8](=[CH:9][C:10]([CH:15]=O)=[C:11]([OH:14])[CH:12]=2)[CH2:7][CH2:6][CH2:5]1.C[O:18][C:19](=O)[CH2:20][C:21]1[N:22]=[C:23]2[CH:28]=[CH:27][C:26]([Cl:29])=[CH:25][N:24]2[CH:30]=1.N1CCCCC1. (4) The reactants are: Cl.[CH3:2][O:3][NH2:4].C([O-])(=O)C.[Na+].[Cl:10][C:11]1[CH:32]=[C:31]([O:33][CH2:34][CH:35]=[C:36]([Cl:38])[Cl:37])[CH:30]=[C:29]([Cl:39])[C:12]=1[O:13][CH2:14][CH2:15][CH2:16][O:17][C:18]1[CH:23]=[CH:22][C:21]([C:24]#[C:25][C:26](=O)[CH3:27])=[CH:20][CH:19]=1. Given the product [CH3:2][O:3][N:4]=[C:26]([C:25]#[C:24][C:21]1[CH:22]=[CH:23][C:18]([O:17][CH2:16][CH2:15][CH2:14][O:13][C:12]2[C:29]([Cl:39])=[CH:30][C:31]([O:33][CH2:34][CH:35]=[C:36]([Cl:38])[Cl:37])=[CH:32][C:11]=2[Cl:10])=[CH:19][CH:20]=1)[CH3:27], predict the reactants needed to synthesize it. (5) Given the product [CH3:1][NH:2][C:13](=[O:15])[C@@H:12]([NH:17][C:18]([C:20]1[C:21]([C:26]([F:27])([F:29])[F:28])=[N:22][N:23]([CH3:25])[CH:24]=1)=[O:19])[CH2:11][NH:10][C:8](=[O:9])[O:7][C:3]([CH3:6])([CH3:4])[CH3:5], predict the reactants needed to synthesize it. The reactants are: [CH3:1][NH2:2].[C:3]([O:7][C:8]([NH:10][CH2:11][C@H:12]([NH:17][C:18]([C:20]1[C:21]([C:26]([F:29])([F:28])[F:27])=[N:22][N:23]([CH3:25])[CH:24]=1)=[O:19])[C:13]([O:15]C)=O)=[O:9])([CH3:6])([CH3:5])[CH3:4]. (6) Given the product [F:8][C:4]1[CH:3]=[C:2]([CH:18]([C:17]2[CH:20]=[CH:21][CH:22]=[C:15]([F:14])[CH:16]=2)[OH:19])[CH:7]=[CH:6][CH:5]=1, predict the reactants needed to synthesize it. The reactants are: Br[C:2]1[CH:7]=[CH:6][CH:5]=[C:4]([F:8])[CH:3]=1.[Li]CCCC.[F:14][C:15]1[CH:16]=[C:17]([CH:20]=[CH:21][CH:22]=1)[CH:18]=[O:19].O. (7) Given the product [F:35][CH:23]([F:22])[O:24][C:25]1[CH:30]=[CH:29][N:28]=[C:27]([CH2:31][C:32]([NH:34][C:18]2[N:17]=[N:16][C:15]([CH2:14][CH2:13][CH:2]([F:1])[CH2:3][N:4]3[CH:8]=[C:7]([C:9]([NH:11][CH3:12])=[O:10])[N:6]=[N:5]3)=[CH:20][CH:19]=2)=[O:33])[CH:26]=1, predict the reactants needed to synthesize it. The reactants are: [F:1][CH:2]([CH2:13][CH2:14][C:15]1[N:16]=[N:17][C:18](I)=[CH:19][CH:20]=1)[CH2:3][N:4]1[CH:8]=[C:7]([C:9]([NH:11][CH3:12])=[O:10])[N:6]=[N:5]1.[F:22][CH:23]([F:35])[O:24][C:25]1[CH:30]=[CH:29][N:28]=[C:27]([CH2:31][C:32]([NH2:34])=[O:33])[CH:26]=1.CC1(C)C2C(=C(P(C3C=CC=CC=3)C3C=CC=CC=3)C=CC=2)OC2C(P(C3C=CC=CC=3)C3C=CC=CC=3)=CC=CC1=2.C([O-])([O-])=O.[Cs+].[Cs+].